This data is from Catalyst prediction with 721,799 reactions and 888 catalyst types from USPTO. The task is: Predict which catalyst facilitates the given reaction. (1) Reactant: [NH2:1][C:2]1[N:10]=[CH:9][CH:8]=[CH:7][C:3]=1[C:4]([OH:6])=O.ON1C2C=CC=CC=2N=N1.CCN=C=NCCCN(C)C.[C:32]1([S:38][C:39]2[CH:46]=[CH:45][C:42]([CH2:43][NH2:44])=[CH:41][CH:40]=2)[CH:37]=[CH:36][CH:35]=[CH:34][CH:33]=1.C(=O)(O)[O-].[Na+]. Product: [C:32]1([S:38][C:39]2[CH:46]=[CH:45][C:42]([CH2:43][NH:44][C:4](=[O:6])[C:3]3[CH:7]=[CH:8][CH:9]=[N:10][C:2]=3[NH2:1])=[CH:41][CH:40]=2)[CH:33]=[CH:34][CH:35]=[CH:36][CH:37]=1. The catalyst class is: 3. (2) Reactant: [Na].Cl[C:3]1[S:4][CH:5]=[CH:6][C:7]=1[CH:8]=O.[N:10]([CH2:13][C:14]([O:16][CH3:17])=[O:15])=[N+]=[N-].[Cl-:18].[NH4+]. Product: [Cl:18][C:5]1[S:4][C:3]2[NH:10][C:13]([C:14]([O:16][CH3:17])=[O:15])=[CH:8][C:7]=2[CH:6]=1. The catalyst class is: 5. (3) Reactant: [CH2:1]([O:3][N:4]=[C:5]([C:11]1[CH:16]=[CH:15][C:14]([OH:17])=[CH:13][CH:12]=1)[CH2:6][C:7]([O:9][CH3:10])=[O:8])[CH3:2].[CH2:18](Br)[CH:19]=[CH2:20].C(=O)([O-])[O-].[K+].[K+].C(OCC)(=O)C. Product: [CH2:20]([O:17][C:14]1[CH:15]=[CH:16][C:11]([C:5](=[N:4][O:3][CH2:1][CH3:2])[CH2:6][C:7]([O:9][CH3:10])=[O:8])=[CH:12][CH:13]=1)[CH:19]=[CH2:18]. The catalyst class is: 18. (4) Reactant: [Si]([O:8][CH2:9][CH2:10][NH:11][C:12]1[N:17]=[C:16]([O:18][CH3:19])[C:15]([NH:20][C:21]([C:23]2[N:24]=[C:25](Cl)[S:26][CH:27]=2)=[O:22])=[C:14]([O:29][CH3:30])[N:13]=1)(C(C)(C)C)(C)C.[Cl:31][C:32]1[CH:37]=[CH:36][C:35]([C:38]([F:41])([F:40])[F:39])=[CH:34][C:33]=1[OH:42].C(=O)([O-])[O-].[K+].[K+]. Product: [Cl:31][C:32]1[CH:37]=[CH:36][C:35]([C:38]([F:39])([F:40])[F:41])=[CH:34][C:33]=1[O:42][C:25]1[S:26][CH:27]=[C:23]([C:21]([NH:20][C:15]2[C:16]([O:18][CH3:19])=[N:17][C:12]([NH:11][CH2:10][CH2:9][OH:8])=[N:13][C:14]=2[O:29][CH3:30])=[O:22])[N:24]=1. The catalyst class is: 1. (5) Reactant: [CH:1]1([C:7]2[C:8]3[CH:26]=[CH:25][C:24]([C:27]([OH:29])=O)=[CH:23][C:9]=3[N:10]3[C:16]=2[C:15]2[CH:17]=[CH:18][C:19]([O:21][CH3:22])=[CH:20][C:14]=2[O:13][CH2:12][CH2:11]3)[CH2:6][CH2:5][CH2:4][CH2:3][CH2:2]1.Cl.[NH2:31][C:32]1([C:36]([NH:38][C:39]2[CH:44]=[CH:43][C:42](/[CH:45]=[CH:46]/[C:47]([O:49][CH2:50][CH3:51])=[O:48])=[CH:41][CH:40]=2)=[O:37])[CH2:35][CH2:34][CH2:33]1.O.ON1C2C=CC=CC=2N=N1.Cl.C(N=C=NCCCN(C)C)C.C(N(CC)CC)C. Product: [CH:1]1([C:7]2[C:8]3[CH:26]=[CH:25][C:24]([C:27]([NH:31][C:32]4([C:36]([NH:38][C:39]5[CH:44]=[CH:43][C:42](/[CH:45]=[CH:46]/[C:47]([O:49][CH2:50][CH3:51])=[O:48])=[CH:41][CH:40]=5)=[O:37])[CH2:35][CH2:34][CH2:33]4)=[O:29])=[CH:23][C:9]=3[N:10]3[C:16]=2[C:15]2[CH:17]=[CH:18][C:19]([O:21][CH3:22])=[CH:20][C:14]=2[O:13][CH2:12][CH2:11]3)[CH2:2][CH2:3][CH2:4][CH2:5][CH2:6]1. The catalyst class is: 35. (6) Reactant: [N+](C1C=CC(COC([N:12]2[CH2:17][CH2:16][CH:15]([NH:18][C:19]([C:21]3[N:22]=[C:23]([N:26]4[CH2:29][CH:28]([S:30][C:31]5[C@H:32]([CH3:55])[C@@H:33]6[C@@H:50]([C@H:51]([OH:53])[CH3:52])[C:49](=[O:54])[N:34]6[C:35]=5[C:36]([O:38]CC5C=CC([N+]([O-])=O)=CC=5)=[O:37])[CH2:27]4)[S:24][CH:25]=3)=[O:20])[CH2:14][CH2:13]2)=O)=CC=1)([O-])=O. Product: [NH:12]1[CH2:13][CH2:14][CH:15]([NH:18][C:19]([C:21]2[N:22]=[C:23]([N:26]3[CH2:27][CH:28]([S:30][C:31]4[C@H:32]([CH3:55])[C@@H:33]5[C@@H:50]([C@H:51]([OH:53])[CH3:52])[C:49](=[O:54])[N:34]5[C:35]=4[C:36]([OH:38])=[O:37])[CH2:29]3)[S:24][CH:25]=2)=[O:20])[CH2:16][CH2:17]1. The catalyst class is: 7. (7) Reactant: [CH3:1][NH:2][CH2:3][CH2:4][OH:5].[F:6][C:7]([F:17])([F:16])[C:8]1[CH:15]=[CH:14][C:11]([CH:12]=O)=[CH:10][CH:9]=1.C(O)(=O)C.C(OCC)(=O)C.CCCCCCC.C(N)(C)C. Product: [F:6][C:7]([F:17])([F:16])[C:8]1[CH:15]=[CH:14][C:11]([CH2:12][N:2]([CH2:3][CH2:4][OH:5])[CH3:1])=[CH:10][CH:9]=1. The catalyst class is: 1.